Dataset: Forward reaction prediction with 1.9M reactions from USPTO patents (1976-2016). Task: Predict the product of the given reaction. (1) Given the reactants [CH3:1][S:2]([N:5]1[CH2:10][CH:9]=[C:8]([C:11]2[CH:12]=[C:13]3[CH2:19][C@@:18]([CH3:26])([CH:20]4[CH2:25][CH2:24][NH:23][CH2:22][CH2:21]4)[O:17][C:14]3=[CH:15][N:16]=2)[CH2:7][CH2:6]1)(=[O:4])=[O:3].Br[C:28]1[N:33]=[CH:32][C:31]([CH3:34])=[CH:30][N:29]=1.C(=O)([O-])[O-].[K+].[K+], predict the reaction product. The product is: [CH3:1][S:2]([N:5]1[CH2:6][CH:7]=[C:8]([C:11]2[CH:12]=[C:13]3[CH2:19][C@@:18]([CH3:26])([CH:20]4[CH2:25][CH2:24][N:23]([C:28]5[N:33]=[CH:32][C:31]([CH3:34])=[CH:30][N:29]=5)[CH2:22][CH2:21]4)[O:17][C:14]3=[CH:15][N:16]=2)[CH2:9][CH2:10]1)(=[O:3])=[O:4]. (2) Given the reactants [S:1]1[CH:5]=[CH:4][CH:3]=[C:2]1[CH:6]=O.[CH3:8][O:9][CH2:10][CH2:11][NH2:12].[C:13]1(=[O:24])[O:19][C:17](=O)[C:16]2=[CH:20][CH:21]=[CH:22][CH:23]=[C:15]2[CH2:14]1.[F:25][C:26]([F:36])([F:35])[O:27][C:28]1[CH:29]=[C:30]([CH:32]=[CH:33][CH:34]=1)[NH2:31], predict the reaction product. The product is: [CH3:8][O:9][CH2:10][CH2:11][N:12]1[CH:6]([C:2]2[S:1][CH:5]=[CH:4][CH:3]=2)[CH:14]([C:13]([NH:31][C:30]2[CH:32]=[CH:33][CH:34]=[C:28]([O:27][C:26]([F:25])([F:35])[F:36])[CH:29]=2)=[O:24])[C:15]2[C:16](=[CH:20][CH:21]=[CH:22][CH:23]=2)[C:17]1=[O:19].